From a dataset of Reaction yield outcomes from USPTO patents with 853,638 reactions. Predict the reaction yield, written as a fraction of the theoretical maximum amount of product (1.0 means a 100% yield; for example, 0.34 means a 34% yield). (1) The reactants are [NH:1](C(OCC1C2C(=CC=CC=2)C2C1=CC=CC=2)=O)[CH2:2][CH2:3][C:4](O)=[O:5].C(Cl)(=O)C(Cl)=O.[CH:30]1([CH2:33][NH2:34])[CH2:32][CH2:31]1.C(N(CC)CC)C.Cl. The catalyst is ClCCl.CN(C)C=O. The product is [CH:30]1([CH2:33][NH:34][C:4](=[O:5])[CH2:3][CH2:2][NH2:1])[CH2:32][CH2:31]1. The yield is 0.570. (2) The product is [Cl:25][C:6]1[C:7]([CH:8]([CH2:13][CH2:14][CH3:15])[C:9]([O:11][CH3:12])=[O:10])=[C:2]([CH3:1])[N:3]=[C:4]([N:17]2[CH2:22][CH2:21][CH2:20][CH2:19][CH2:18]2)[N:5]=1. The yield is 0.390. The catalyst is C1(C)C=CC=CC=1. The reactants are [CH3:1][C:2]1[N:3]=[C:4]([N:17]2[CH2:22][CH2:21][CH2:20][CH2:19][CH2:18]2)[NH:5][C:6](=O)[C:7]=1[CH:8]([CH2:13][CH2:14][CH3:15])[C:9]([O:11][CH3:12])=[O:10].P(Cl)(Cl)([Cl:25])=O.CN(C)C1C=CC=CC=1. (3) The reactants are [CH3:1][C:2]1[N:7]([C:8]2[CH:13]=[CH:12][CH:11]=[C:10]([C:14]([F:17])([F:16])[F:15])[CH:9]=2)[C:6](=[O:18])[C:5]([C:19]([OH:21])=[O:20])=[CH:4][CH:3]=1.[I:22]I.S(=O)(=O)(O)O.[N+]([O-])(O)=O. The catalyst is C(O)(=O)C. The product is [I:22][C:3]1[CH:4]=[C:5]([C:19]([OH:21])=[O:20])[C:6](=[O:18])[N:7]([C:8]2[CH:13]=[CH:12][CH:11]=[C:10]([C:14]([F:16])([F:17])[F:15])[CH:9]=2)[C:2]=1[CH3:1]. The yield is 0.857. (4) The reactants are C1(C)C=CC(S([O-])(=O)=O)=CC=1.[CH2:12]([N+:16]1[C:24]2[CH:23]=[CH:22][C:21]3[CH:25]=[CH:26][CH:27]=[CH:28][C:20]=3[C:19]=2[C:18]([CH3:30])([CH3:29])[C:17]=1[CH:31]=[CH:32][C:33]1[CH2:37][CH2:36][C:35](=[CH:38][CH:39]=[C:40]2[C:48]([CH3:50])([CH3:49])[C:47]3[C:46]4[CH:51]=[CH:52][CH:53]=[CH:54][C:45]=4[CH:44]=[CH:43][C:42]=3[N:41]2[CH2:55][CH2:56][CH2:57][CH3:58])[C:34]=1[S:59]([C:62]1[CH:67]=[CH:66][CH:65]=[CH:64][CH:63]=1)(=[O:61])=[O:60])[CH2:13][CH2:14][CH3:15].[F:68][C:69]([F:84])([S:80]([O-:83])(=[O:82])=[O:81])[C:70]([F:79])([F:78])[C:71]([F:77])([F:76])[C:72]([F:75])([F:74])[F:73].[K+].C(C(C)=O)C(C)C. The catalyst is O. The product is [F:84][C:69]([F:68])([S:80]([O-:83])(=[O:82])=[O:81])[C:70]([F:78])([F:79])[C:71]([F:77])([F:76])[C:72]([F:75])([F:74])[F:73].[CH2:12]([N+:16]1[C:24]2[CH:23]=[CH:22][C:21]3[CH:25]=[CH:26][CH:27]=[CH:28][C:20]=3[C:19]=2[C:18]([CH3:29])([CH3:30])[C:17]=1[CH:31]=[CH:32][C:33]1[CH2:37][CH2:36][C:35](=[CH:38][CH:39]=[C:40]2[C:48]([CH3:49])([CH3:50])[C:47]3[C:46]4[CH:51]=[CH:52][CH:53]=[CH:54][C:45]=4[CH:44]=[CH:43][C:42]=3[N:41]2[CH2:55][CH2:56][CH2:57][CH3:58])[C:34]=1[S:59]([C:62]1[CH:63]=[CH:64][CH:65]=[CH:66][CH:67]=1)(=[O:61])=[O:60])[CH2:13][CH2:14][CH3:15]. The yield is 0.920. (5) The reactants are [NH2:1][CH:2]1[CH2:7][CH2:6][N:5]([C:8]2[C:9]3[CH:31]=[C:30]([Cl:32])[CH:29]=[CH:28][C:10]=3[N:11]([CH3:27])[C:12](=[O:26])[CH:13]([CH2:15][C:16]3[CH:25]=[CH:24][C:23]4[C:18](=[CH:19][CH:20]=[CH:21][CH:22]=4)[CH:17]=3)[N:14]=2)[CH2:4][CH2:3]1.C(N(CC)CC)C.[C:40](OC(=O)C)(=[O:42])[CH3:41].CO. The catalyst is ClCCl.C(OCC)(=O)C. The product is [Cl:32][C:30]1[CH:29]=[CH:28][C:10]2[N:11]([CH3:27])[C:12](=[O:26])[CH:13]([CH2:15][C:16]3[CH:25]=[CH:24][C:23]4[C:18](=[CH:19][CH:20]=[CH:21][CH:22]=4)[CH:17]=3)[N:14]=[C:8]([N:5]3[CH2:4][CH2:3][CH:2]([NH:1][C:40](=[O:42])[CH3:41])[CH2:7][CH2:6]3)[C:9]=2[CH:31]=1. The yield is 0.550. (6) The reactants are FC1C=CC=CC=1C(Cl)=O.[S:11]1[CH:15]=[CH:14][CH:13]=[C:12]1[C:16](Cl)=[O:17].[NH2:19][C:20]1[CH:21]=[C:22]([CH:33]=[CH:34][N:35]=1)[C:23]([NH:25][CH2:26][C:27]1[CH:32]=[CH:31][CH:30]=[CH:29][CH:28]=1)=[O:24]. No catalyst specified. The product is [CH2:26]([NH:25][C:23](=[O:24])[C:22]1[CH:33]=[CH:34][N:35]=[C:20]([NH:19][C:16]([C:12]2[S:11][CH:15]=[CH:14][CH:13]=2)=[O:17])[CH:21]=1)[C:27]1[CH:32]=[CH:31][CH:30]=[CH:29][CH:28]=1. The yield is 0.730. (7) The reactants are [F:1][C:2]1[CH:7]=[CH:6][C:5]([N+:8]([O-:10])=[O:9])=[CH:4][C:3]=1[C@:11]([N:17]=[C:18]=[S:19])([CH2:15][CH3:16])[CH2:12][CH2:13]O.S(Cl)([Cl:22])=O.CN(C=O)C. The catalyst is C1(C)C=CC=CC=1. The product is [Cl:22][CH2:13][CH2:12][C@:11]([C:3]1[CH:4]=[C:5]([N+:8]([O-:10])=[O:9])[CH:6]=[CH:7][C:2]=1[F:1])([CH2:15][CH3:16])[N:17]=[C:18]=[S:19]. The yield is 0.640.